From a dataset of Peptide-MHC class II binding affinity with 134,281 pairs from IEDB. Regression. Given a peptide amino acid sequence and an MHC pseudo amino acid sequence, predict their binding affinity value. This is MHC class II binding data. (1) The peptide sequence is VWQHDRVEIIANDQG. The binding affinity (normalized) is 0.244. The MHC is DRB3_0202 with pseudo-sequence DRB3_0202. (2) The peptide sequence is RGIEYIQHNGVVQES. The MHC is DRB1_0405 with pseudo-sequence DRB1_0405. The binding affinity (normalized) is 0.461. (3) The peptide sequence is FDPYGATISATPESA. The MHC is HLA-DPA10201-DPB11401 with pseudo-sequence HLA-DPA10201-DPB11401. The binding affinity (normalized) is 0.262. (4) The peptide sequence is AFKVAATAANAATAN. The MHC is HLA-DPA10103-DPB10301 with pseudo-sequence HLA-DPA10103-DPB10301. The binding affinity (normalized) is 0.664. (5) The peptide sequence is RAMFVEDIAMGYVVS. The MHC is DRB1_1101 with pseudo-sequence DRB1_1101. The binding affinity (normalized) is 0.552.